This data is from Reaction yield outcomes from USPTO patents with 853,638 reactions. The task is: Predict the reaction yield, written as a fraction of the theoretical maximum amount of product (1.0 means a 100% yield; for example, 0.34 means a 34% yield). (1) The reactants are C(N(CC)C(C)C)(C)C.[CH2:10]([N:12]1[C:24]2[CH2:23][CH2:22][CH:21]([CH:25]3[CH2:30][CH2:29][O:28][CH2:27][CH2:26]3)[CH2:20][C:19]=2[C:18]2[C:13]1=[CH:14][CH:15]=[C:16]([C:31]([N:33]([CH2:35][CH2:36][CH2:37][C:38](O)=[O:39])[CH3:34])=[O:32])[CH:17]=2)[CH3:11].[F:41][C:42]([F:46])([F:45])[CH2:43][NH2:44].CN(C(ON1N=NC2C=CC=NC1=2)=[N+](C)C)C.F[P-](F)(F)(F)(F)F. The catalyst is CN(C=O)C. The product is [CH2:10]([N:12]1[C:24]2[CH2:23][CH2:22][CH:21]([CH:25]3[CH2:30][CH2:29][O:28][CH2:27][CH2:26]3)[CH2:20][C:19]=2[C:18]2[C:13]1=[CH:14][CH:15]=[C:16]([C:31]([N:33]([CH3:34])[CH2:35][CH2:36][CH2:37][C:38](=[O:39])[NH:44][CH2:43][C:42]([F:46])([F:45])[F:41])=[O:32])[CH:17]=2)[CH3:11]. The yield is 0.710. (2) The reactants are [C:1]1([C:7]2[CH:8]=[C:9]([S:13](Cl)(=[O:15])=[O:14])[CH:10]=[CH:11][CH:12]=2)[CH:6]=[CH:5][CH:4]=[CH:3][CH:2]=1.[NH2:17][C:18]1[CH:19]=[C:20]([C:24]2[NH:28][N:27]=[N:26][N:25]=2)[CH:21]=[CH:22][CH:23]=1. No catalyst specified. The product is [NH:28]1[C:24]([C:20]2[CH:19]=[C:18]([NH:17][S:13]([C:9]3[CH:8]=[C:7]([C:1]4[CH:6]=[CH:5][CH:4]=[CH:3][CH:2]=4)[CH:12]=[CH:11][CH:10]=3)(=[O:15])=[O:14])[CH:23]=[CH:22][CH:21]=2)=[N:25][N:26]=[N:27]1. The yield is 0.300. (3) The reactants are [Br:1][CH2:2][C:3]1[CH:19]=[CH:18][C:6]([C:7]([C:9]2[CH:14]=[CH:13][C:12]([N+:15]([O-:17])=[O:16])=[CH:11][CH:10]=2)=O)=[CH:5][CH:4]=1.FC(F)(F)S(O)(=O)=O.C([SiH](CC)CC)C.C(=O)(O)[O-].[Na+]. The catalyst is ClCCl. The product is [Br:1][CH2:2][C:3]1[CH:19]=[CH:18][C:6]([CH2:7][C:9]2[CH:14]=[CH:13][C:12]([N+:15]([O-:17])=[O:16])=[CH:11][CH:10]=2)=[CH:5][CH:4]=1. The yield is 0.560. (4) The reactants are CO[C:3](=[O:28])[C:4]1[CH:9]=[CH:8][C:7]([O:10][CH2:11][C:12]2[C:13]([C:21]3[CH:26]=[CH:25][C:24]([F:27])=[CH:23][CH:22]=3)=[N:14][O:15][C:16]=2[C:17]([F:20])([F:19])[F:18])=[N:6][CH:5]=1.COC(=O)C1C=CC(OCC2C(C3C=CC=C(F)C=3)=NOC=2C)=NC=1.[CH:54]1([NH2:57])[CH2:56][CH2:55]1. No catalyst specified. The product is [CH:54]1([NH:57][C:3](=[O:28])[C:4]2[CH:9]=[CH:8][C:7]([O:10][CH2:11][C:12]3[C:13]([C:21]4[CH:22]=[CH:23][C:24]([F:27])=[CH:25][CH:26]=4)=[N:14][O:15][C:16]=3[C:17]([F:20])([F:18])[F:19])=[N:6][CH:5]=2)[CH2:56][CH2:55]1. The yield is 0.540. (5) The catalyst is C(Cl)Cl. The product is [F:13][C:12]([F:14])([F:15])[C:5]1[CH:4]=[C:3]([OH:2])[CH:8]=[C:7]([N+:9]([O-:11])=[O:10])[CH:6]=1. The reactants are C[O:2][C:3]1[CH:4]=[C:5]([C:12]([F:15])([F:14])[F:13])[CH:6]=[C:7]([N+:9]([O-:11])=[O:10])[CH:8]=1.B(Br)(Br)Br.O. The yield is 0.340.